Dataset: Catalyst prediction with 721,799 reactions and 888 catalyst types from USPTO. Task: Predict which catalyst facilitates the given reaction. (1) Reactant: [Cl:1][C:2]1[CH:40]=[CH:39][C:5]2[N:6](CC3C=CC(OC)=CC=3)[C:7](=[O:29])[CH:8]([CH2:21][C:22]3[CH:27]=[CH:26][CH:25]=[CH:24][C:23]=3[Cl:28])[N:9]=[C:10]([C:11]3[CH:20]=[CH:19][C:14]4[NH:15][C:16](=[O:18])[NH:17][C:13]=4[CH:12]=3)[C:4]=2[CH:3]=1.[Cl-].[Al+3].[Cl-].[Cl-]. Product: [Cl:1][C:2]1[CH:40]=[CH:39][C:5]2[NH:6][C:7](=[O:29])[CH:8]([CH2:21][C:22]3[CH:27]=[CH:26][CH:25]=[CH:24][C:23]=3[Cl:28])[N:9]=[C:10]([C:11]3[CH:20]=[CH:19][C:14]4[NH:15][C:16](=[O:18])[NH:17][C:13]=4[CH:12]=3)[C:4]=2[CH:3]=1. The catalyst class is: 520. (2) Reactant: C([N+](CCCC)(CCCC)CCCC)CCC.[P:18]([O:22][CH2:23][C@@H:24]1[C@@H:28]([O:29][P:30]([O:33][CH2:34][C@@H:35]2[C@@H:39]([OH:40])[C@@H:38]([OH:41])[C@H:37]([N:42]3[CH:50]=[N:49][C:48]4[C:43]3=[N:44][CH:45]=[N:46][C:47]=4[NH2:51])[O:36]2)([OH:32])=[O:31])[CH2:27][C@H:26]([N:52]2[CH:57]=[CH:56][C:55]([NH2:58])=[N:54][C:53]2=[O:59])[O:25]1)([OH:21])([OH:20])=[O:19].[N:60]([C:63]1[CH:95]=[CH:94][CH:93]=[CH:92][C:64]=1[CH2:65][O:66][C:67]([NH:69][CH2:70][C@@H:71]([S:89][S:90][CH3:91])[CH2:72][CH2:73][C@H:74]([NH:81][C:82]([O:84][C:85]([CH3:88])([CH3:87])[CH3:86])=[O:83])[C:75](OCC#N)=[O:76])=[O:68])=[N+:61]=[N-:62]. Product: [N:60]([C:63]1[CH:95]=[CH:94][CH:93]=[CH:92][C:64]=1[CH2:65][O:66][C:67]([NH:69][CH2:70][C@H:71]([S:89][S:90][CH3:91])[CH2:72][CH2:73][C@@H:74]([NH:81][C:82]([O:84][C:85]([CH3:88])([CH3:87])[CH3:86])=[O:83])[C:75]([O:40][C@H:39]1[C@@H:38]([OH:41])[C@@H:37]([N:42]2[CH:50]=[N:49][C:48]3[C:43]2=[N:44][CH:45]=[N:46][C:47]=3[NH2:51])[O:36][C@H:35]1[CH2:34][O:33][P:30]([O:29][C@H:28]1[CH2:27][C@H:26]([N:52]2[CH:57]=[CH:56][C:55]([NH2:58])=[N:54][C:53]2=[O:59])[O:25][C@@H:24]1[CH2:23][O:22][P:18]([OH:21])([OH:20])=[O:19])([OH:32])=[O:31])=[O:76])=[O:68])=[N+:61]=[N-:62]. The catalyst class is: 10. (3) Reactant: [OH:1][CH:2]([C:28]1[CH:33]=[CH:32][C:31]([O:34][C:35]2[CH:36]=[N:37][CH:38]=[CH:39][CH:40]=2)=[CH:30][CH:29]=1)[CH:3]([CH2:14][C:15]1[CH:20]=[CH:19][CH:18]=[C:17]([O:21][C:22]([F:27])([F:26])[CH:23]([F:25])[F:24])[CH:16]=1)[C:4]([O:6]CC1C=CC=CC=1)=[O:5].[H][H]. Product: [OH:1][CH:2]([C:28]1[CH:33]=[CH:32][C:31]([O:34][C:35]2[CH:36]=[N:37][CH:38]=[CH:39][CH:40]=2)=[CH:30][CH:29]=1)[CH:3]([CH2:14][C:15]1[CH:20]=[CH:19][CH:18]=[C:17]([O:21][C:22]([F:27])([F:26])[CH:23]([F:25])[F:24])[CH:16]=1)[C:4]([OH:6])=[O:5]. The catalyst class is: 29. (4) Product: [C:6]([N:4]1[CH2:5][C:6](=[O:8])[N:7]([C:3](=[O:9])[CH3:2])[CH:2]([CH3:1])[C:3]1=[O:9])(=[O:8])[CH3:5]. Reactant: [CH3:1][CH:2]1[NH:7][C:6](=[O:8])[CH2:5][NH:4][C:3]1=[O:9]. The catalyst class is: 152. (5) Reactant: [OH:1][C@@H:2]([CH2:18][N:19]1[CH2:24][CH2:23][O:22][CH2:21][CH2:20]1)[CH2:3][N:4]1[CH2:10][CH2:9][CH2:8][C:7]2[NH:11][C:12]([CH:15]=O)=[C:13]([CH3:14])[C:6]=2[C:5]1=[O:17].[Cl:25][C:26]1[CH:27]=[C:28]2[C:32](=[CH:33][CH:34]=1)[NH:31][C:30](=[O:35])[CH2:29]2.N1CCCCC1. Product: [Cl:25][C:26]1[CH:27]=[C:28]2[C:32](=[CH:33][CH:34]=1)[NH:31][C:30](=[O:35])/[C:29]/2=[CH:15]\[C:12]1[NH:11][C:7]2[CH2:8][CH2:9][CH2:10][N:4]([CH2:3][C@@H:2]([OH:1])[CH2:18][N:19]3[CH2:20][CH2:21][O:22][CH2:23][CH2:24]3)[C:5](=[O:17])[C:6]=2[C:13]=1[CH3:14]. The catalyst class is: 8. (6) Reactant: C([O-])([O-])=O.[K+].[K+].Cl.[CH:8]([NH2:10])=[NH:9].CN(C)/[CH:13]=[CH:14]/[C:15]([C:17]1[S:21][C:20]([C:22]([NH:24][CH2:25][C:26]2[CH:31]=[CH:30][CH:29]=[CH:28][CH:27]=2)=[O:23])=[CH:19][CH:18]=1)=O. Product: [N:9]1[CH:13]=[CH:14][C:15]([C:17]2[S:21][C:20]([C:22]([NH:24][CH2:25][C:26]3[CH:27]=[CH:28][CH:29]=[CH:30][CH:31]=3)=[O:23])=[CH:19][CH:18]=2)=[N:10][CH:8]=1. The catalyst class is: 14. (7) Reactant: [N:1]1([CH2:6][C:7]2[CH:34]=[CH:33][C:10]([CH2:11][N:12]3[CH:20]=[C:19]4[C:14]([N:15]=[CH:16][N:17]=[C:18]4[NH:21][CH2:22][C:23]4[C:28](Cl)=[CH:27][CH:26]=[C:25]([O:30][CH3:31])[C:24]=4[F:32])=[N:13]3)=[CH:9][CH:8]=2)[CH:5]=[CH:4][CH:3]=[N:2]1.C1(P(C2CCCCC2)C2C=CC=CC=2C2C(OC)=CC=CC=2OC)CCCCC1.N#N.[CH3:66][N:67]1CCCC1=O. Product: [N:1]1([CH2:6][C:7]2[CH:34]=[CH:33][C:10]([CH2:11][N:12]3[CH:20]=[C:19]4[C:14]([N:15]=[CH:16][N:17]=[C:18]4[NH:21][CH2:22][C:23]4[C:24]([F:32])=[C:25]([O:30][CH3:31])[CH:26]=[CH:27][C:28]=4[C:66]#[N:67])=[N:13]3)=[CH:9][CH:8]=2)[CH:5]=[CH:4][CH:3]=[N:2]1. The catalyst class is: 110. (8) Reactant: [O:1]1[C:6]2[CH:7]=[CH:8][CH:9]=[CH:10][C:5]=2[N:4]([CH2:11][CH2:12][O:13][C:14]2[CH:19]=[CH:18][C:17]([CH2:20][CH:21]([O:26][CH2:27][CH3:28])[C:22]([O:24][CH3:25])=[O:23])=[CH:16][CH:15]=2)[CH2:3][CH2:2]1.[CH:29]([N-]C(C)C)(C)C.[Li+].CI.Cl. Product: [CH3:29][C:21]([O:26][CH2:27][CH3:28])([CH2:20][C:17]1[CH:16]=[CH:15][C:14]([O:13][CH2:12][CH2:11][N:4]2[C:5]3[CH:10]=[CH:9][CH:8]=[CH:7][C:6]=3[O:1][CH2:2][CH2:3]2)=[CH:19][CH:18]=1)[C:22]([O:24][CH3:25])=[O:23]. The catalyst class is: 30. (9) Reactant: [OH:1][CH2:2][C@H:3]1[O:7][C:6](=[O:8])[CH2:5][CH2:4]1.N1C=CN=C1.[Si:14](Cl)([C:27]([CH3:30])([CH3:29])[CH3:28])([C:21]1[CH:26]=[CH:25][CH:24]=[CH:23][CH:22]=1)[C:15]1[CH:20]=[CH:19][CH:18]=[CH:17][CH:16]=1. Product: [Si:14]([CH:2]([OH:1])[C@H:3]1[O:7][C:6](=[O:8])[CH2:5][CH2:4]1)([C:27]([CH3:30])([CH3:29])[CH3:28])([C:21]1[CH:22]=[CH:23][CH:24]=[CH:25][CH:26]=1)[C:15]1[CH:20]=[CH:19][CH:18]=[CH:17][CH:16]=1. The catalyst class is: 3.